This data is from Reaction yield outcomes from USPTO patents with 853,638 reactions. The task is: Predict the reaction yield, written as a fraction of the theoretical maximum amount of product (1.0 means a 100% yield; for example, 0.34 means a 34% yield). (1) The reactants are [CH3:1][C:2]1[CH:7]=[CH:6][C:5]([S:8]([O:11][CH2:12][CH:13]2[CH2:17][C:16]3[CH:18]=[CH:19][CH:20]=[C:21](Br)[C:15]=3[O:14]2)(=[O:10])=[O:9])=[CH:4][CH:3]=1.[F:23][C:24]1[CH:25]=[C:26](B(O)O)[CH:27]=[CH:28][CH:29]=1.C(=O)([O-])[O-].[K+].[K+].CC1C=CC(S(OCC2CC3C(C4C=CC=CC=4)=CC=CC=3O2)(=O)=O)=CC=1. The catalyst is CC1C=CC=CC=1[P](C1C=CC=CC=1C)([Pd](Cl)(Cl)[P](C1=C(C)C=CC=C1)(C1C=CC=CC=1C)C1C=CC=CC=1C)C1C=CC=CC=1C. The product is [CH3:1][C:2]1[CH:7]=[CH:6][C:5]([S:8]([O:11][CH2:12][CH:13]2[CH2:17][C:16]3[CH:18]=[CH:19][CH:20]=[C:21]([C:28]4[CH:27]=[CH:26][CH:25]=[C:24]([F:23])[CH:29]=4)[C:15]=3[O:14]2)(=[O:10])=[O:9])=[CH:4][CH:3]=1. The yield is 0.750. (2) The reactants are [CH2:1]([O:3][C:4]1[CH:9]=[CH:8][C:7]([C:10]2(O)[CH2:15][CH2:14][CH:13]([CH:16]3[CH2:21][CH2:20][CH:19]([CH2:22][CH2:23][CH3:24])[CH2:18][CH2:17]3)[CH2:12][O:11]2)=[C:6]([F:26])[C:5]=1[F:27])[CH3:2].O.C1(C)C=CC(S([O-])(=O)=O)=CC=1.[Na+].C(=O)(O)[O-].[Na+]. The catalyst is C1(C)C=CC=CC=1. The product is [CH2:1]([O:3][C:4]1[CH:9]=[CH:8][C:7]([C:10]2[O:11][CH2:12][CH:13]([CH:16]3[CH2:21][CH2:20][CH:19]([CH2:22][CH2:23][CH3:24])[CH2:18][CH2:17]3)[CH2:14][CH:15]=2)=[C:6]([F:26])[C:5]=1[F:27])[CH3:2]. The yield is 0.450. (3) The reactants are [Cl:1][C:2]1[C:7]([C:8](O)=[O:9])=[C:6]([F:11])[C:5]([O:12][CH3:13])=[CH:4][CH:3]=1.CC#[N:16]. No catalyst specified. The product is [Cl:1][C:2]1[C:7]([C:8]([NH2:16])=[O:9])=[C:6]([F:11])[C:5]([O:12][CH3:13])=[CH:4][CH:3]=1. The yield is 0.850. (4) The reactants are [Cl:1][C:2]1[CH:3]=[CH:4][C:5]([O:33][CH3:34])=[C:6]([C:8]2[C:12]([NH:13][C:14]([C:16]3[CH:17]=[N:18][N:19]4[CH:24]=[CH:23][CH:22]=[N:21][C:20]=34)=[O:15])=[CH:11][N:10]([CH2:25][C:26]([O:28]C(C)(C)C)=[O:27])[N:9]=2)[CH:7]=1.C(O)(C(F)(F)F)=O. The catalyst is ClCCl. The product is [Cl:1][C:2]1[CH:3]=[CH:4][C:5]([O:33][CH3:34])=[C:6]([C:8]2[C:12]([NH:13][C:14]([C:16]3[CH:17]=[N:18][N:19]4[CH:24]=[CH:23][CH:22]=[N:21][C:20]=34)=[O:15])=[CH:11][N:10]([CH2:25][C:26]([OH:28])=[O:27])[N:9]=2)[CH:7]=1. The yield is 0.860. (5) The reactants are [CH3:1][O:2][C:3]1[CH:40]=[CH:39][C:6]([C:7]([NH:9][C:10]2[CH:15]=[CH:14][C:13]([O:16][Si](C(C)(C)C)(C)C)=[CH:12][C:11]=2[N:24]2[C:32](=[O:33])[C:31]3[CH:30]=[C:29]4[CH:34]=[CH:35][CH:36]=[CH:37][C:28]4=[CH:27][C:26]=3[C:25]2=[O:38])=[O:8])=[CH:5][CH:4]=1.O1CCOCC1.Cl. The catalyst is CO. The product is [CH3:1][O:2][C:3]1[CH:4]=[CH:5][C:6]([C:7]([NH:9][C:10]2[CH:15]=[CH:14][C:13]([OH:16])=[CH:12][C:11]=2[N:24]2[C:25](=[O:38])[C:26]3[CH:27]=[C:28]4[CH:37]=[CH:36][CH:35]=[CH:34][C:29]4=[CH:30][C:31]=3[C:32]2=[O:33])=[O:8])=[CH:39][CH:40]=1. The yield is 0.640. (6) The reactants are [Li+].[BH4-].[Br:3][C:4]1[C:13]([Cl:14])=[CH:12][C:11]([N:15]([C:20]2[C:39]([CH:40]3[CH2:42][CH2:41]3)=[CH:38][C:23]3[C:24]([C:34](=[O:37])[NH:35][CH3:36])=[C:25]([C:27]4[CH:32]=[CH:31][C:30]([F:33])=[CH:29][CH:28]=4)[O:26][C:22]=3[CH:21]=2)[S:16]([CH3:19])(=[O:18])=[O:17])=[CH:10][C:5]=1[C:6](OC)=[O:7].CCN(C(C)C)C(C)C.[CH2:52](Cl)[O:53][CH3:54].C([O-])(O)=O.[Na+]. The catalyst is O1CCCC1.CO. The product is [Br:3][C:4]1[C:5]([CH2:6][O:7][CH2:52][O:53][CH3:54])=[CH:10][C:11]([N:15]([C:20]2[C:39]([CH:40]3[CH2:42][CH2:41]3)=[CH:38][C:23]3[C:24]([C:34]([NH:35][CH3:36])=[O:37])=[C:25]([C:27]4[CH:28]=[CH:29][C:30]([F:33])=[CH:31][CH:32]=4)[O:26][C:22]=3[CH:21]=2)[S:16]([CH3:19])(=[O:18])=[O:17])=[CH:12][C:13]=1[Cl:14]. The yield is 0.850. (7) The reactants are [F:1][C:2]1[CH:3]=[C:4]([C:14]2[CH:15]=[C:16]3[C:22]([C:23]4[CH:24]=[N:25][N:26]([CH2:28][C:29]5[CH:34]=[CH:33][CH:32]=[C:31]([F:35])[CH:30]=5)[CH:27]=4)=[CH:21][N:20]([S:36]([C:39]4[CH:45]=[CH:44][C:42]([CH3:43])=[CH:41][CH:40]=4)(=[O:38])=[O:37])[C:17]3=[N:18][CH:19]=2)[CH:5]=[N:6][C:7]=1[N:8]1[CH2:13][CH2:12][NH:11][CH2:10][CH2:9]1.[CH3:46][C@H:47]1[CH2:49][O:48]1.CCN(C(C)C)C(C)C. The catalyst is C(O)C. The product is [F:1][C:2]1[C:7]([N:8]2[CH2:13][CH2:12][N:11]([CH2:46][C@H:47]([OH:48])[CH3:49])[CH2:10][CH2:9]2)=[N:6][CH:5]=[C:4]([C:14]2[CH:15]=[C:16]3[C:22]([C:23]4[CH:24]=[N:25][N:26]([CH2:28][C:29]5[CH:34]=[CH:33][CH:32]=[C:31]([F:35])[CH:30]=5)[CH:27]=4)=[CH:21][N:20]([S:36]([C:39]4[CH:45]=[CH:44][C:42]([CH3:43])=[CH:41][CH:40]=4)(=[O:37])=[O:38])[C:17]3=[N:18][CH:19]=2)[CH:3]=1. The yield is 0.790. (8) The yield is 0.580. The catalyst is CS(C)=O.O. The reactants are [NH2:1][C:2]1[CH:7]=[CH:6][C:5]([OH:8])=[C:4]([F:9])[CH:3]=1.CC(C)([O-])C.[K+].Cl[C:17]1[CH:22]=[CH:21][N:20]=[C:19]2[CH:23]=[C:24]([C:26]3[N:31]=[CH:30][C:29]([CH2:32][N:33]([CH2:41][CH2:42][O:43][CH3:44])[C:34](=[O:40])[O:35][C:36]([CH3:39])([CH3:38])[CH3:37])=[CH:28][CH:27]=3)[S:25][C:18]=12. The product is [NH2:1][C:2]1[CH:7]=[CH:6][C:5]([O:8][C:17]2[CH:22]=[CH:21][N:20]=[C:19]3[CH:23]=[C:24]([C:26]4[N:31]=[CH:30][C:29]([CH2:32][N:33]([CH2:41][CH2:42][O:43][CH3:44])[C:34](=[O:40])[O:35][C:36]([CH3:37])([CH3:38])[CH3:39])=[CH:28][CH:27]=4)[S:25][C:18]=23)=[C:4]([F:9])[CH:3]=1. (9) The reactants are [CH3:1][O:2][C:3](=[O:33])[C:4]1[CH:9]=[CH:8][C:7]([CH2:10][N:11]([C:13]2[C:18]([CH3:19])=[CH:17][C:16]([O:20][Si](C(C)C)(C(C)C)C(C)C)=[CH:15][C:14]=2[F:31])[CH3:12])=[CH:6][C:5]=1[CH3:32].[F-].C([N+](CCCC)(CCCC)CCCC)CCC.Cl. The catalyst is C1COCC1. The product is [CH3:1][O:2][C:3](=[O:33])[C:4]1[CH:9]=[CH:8][C:7]([CH2:10][N:11]([C:13]2[C:18]([CH3:19])=[CH:17][C:16]([OH:20])=[CH:15][C:14]=2[F:31])[CH3:12])=[CH:6][C:5]=1[CH3:32]. The yield is 0.760. (10) The reactants are [Cl:1][CH2:2][CH2:3][CH2:4][CH2:5][CH2:6][CH2:7][O:8][CH2:9][CH2:10][O:11][CH2:12][CH2:13][NH:14][C:15]([CH:17]1[CH2:22][CH2:21][CH:20]([CH2:23][NH:24]C(=O)OC(C)(C)C)[CH2:19][CH2:18]1)=[O:16].Cl.O1CCOCC1. No catalyst specified. The product is [ClH:1].[NH2:24][CH2:23][CH:20]1[CH2:19][CH2:18][CH:17]([C:15]([NH:14][CH2:13][CH2:12][O:11][CH2:10][CH2:9][O:8][CH2:7][CH2:6][CH2:5][CH2:4][CH2:3][CH2:2][Cl:1])=[O:16])[CH2:22][CH2:21]1. The yield is 0.762.